This data is from Full USPTO retrosynthesis dataset with 1.9M reactions from patents (1976-2016). The task is: Predict the reactants needed to synthesize the given product. Given the product [CH2:20]([N:22]1[CH2:26][CH2:25][CH2:24][C@@H:23]1[CH2:27][NH:28][C:29]1[C:37]2[O:36][CH:35]=[CH:34][C:33]=2[CH:32]=[C:31]([NH2:38])[CH:30]=1)[CH3:21], predict the reactants needed to synthesize it. The reactants are: N1(CCNC2C3OC=CC=3C=C(N)C=2)CCOCC1.[CH2:20]([N:22]1[CH2:26][CH2:25][CH2:24][C@@H:23]1[CH2:27][NH:28][C:29]1[C:37]2[O:36][CH:35]=[CH:34][C:33]=2[CH:32]=[C:31]([N+:38]([O-])=O)[CH:30]=1)[CH3:21].